Dataset: Full USPTO retrosynthesis dataset with 1.9M reactions from patents (1976-2016). Task: Predict the reactants needed to synthesize the given product. (1) The reactants are: [NH2:1][C:2]1[C:11]2[C:6](=[C:7](Br)[CH:8]=[CH:9][CH:10]=2)[N:5]=[N:4][C:3]=1[C:13]([NH:15][CH2:16][CH2:17][CH3:18])=[O:14].[CH3:19][O:20][C:21]1[C:26]([CH3:27])=[CH:25][C:24](B(O)O)=[CH:23][C:22]=1[CH3:31]. Given the product [NH2:1][C:2]1[C:11]2[C:6](=[C:7]([C:24]3[CH:25]=[C:26]([CH3:27])[C:21]([O:20][CH3:19])=[C:22]([CH3:31])[CH:23]=3)[CH:8]=[CH:9][CH:10]=2)[N:5]=[N:4][C:3]=1[C:13]([NH:15][CH2:16][CH2:17][CH3:18])=[O:14], predict the reactants needed to synthesize it. (2) Given the product [F:1][C:2]1[CH:7]=[CH:6][CH:5]=[C:4]([F:8])[C:3]=1[C:9]1[C:10]([C:15]2[CH:20]=[CH:19][N:18]=[CH:17][CH:16]=2)=[CH:11][NH:12][N:27]=1, predict the reactants needed to synthesize it. The reactants are: [F:1][C:2]1[CH:7]=[CH:6][CH:5]=[C:4]([F:8])[C:3]=1[C:9](=O)[C:10]([C:15]1[CH:20]=[CH:19][N:18]=[CH:17][CH:16]=1)=[CH:11][N:12](C)C.O.NN.C([N:27](CC)CC)C. (3) Given the product [Cl:2][C:3]1[CH:4]=[CH:5][C:6]([N:16]2[CH:20]=[C:19]([OH:21])[N:18]=[N:17]2)=[C:7]([C:9]2[N:14]=[CH:13][N:12]=[C:11]([OH:15])[CH:10]=2)[CH:8]=1, predict the reactants needed to synthesize it. The reactants are: Br.[Cl:2][C:3]1[CH:4]=[CH:5][C:6]([N:16]2[CH:20]=[C:19]([O:21]CC)[N:18]=[N:17]2)=[C:7]([C:9]2[N:14]=[CH:13][N:12]=[C:11]([OH:15])[CH:10]=2)[CH:8]=1.[Al+3].[Cl-].[Cl-].[Cl-].CO.Cl.